Dataset: Forward reaction prediction with 1.9M reactions from USPTO patents (1976-2016). Task: Predict the product of the given reaction. (1) Given the reactants [Cl:1][C:2]1[CH:3]=[C:4]([C:11]([CH3:22])([CH3:21])[CH2:12][C:13]([OH:20])([C:16]([F:19])([F:18])[F:17])[CH:14]=O)[C:5]2[O:9][CH2:8][CH2:7][C:6]=2[CH:10]=1.[CH3:23][O:24][C:25]([C:27]1[CH:36]=[CH:35][C:34]2[C:29](=[CH:30][CH:31]=[CH:32][C:33]=2[NH2:37])[N:28]=1)=[O:26], predict the reaction product. The product is: [CH3:23][O:24][C:25]([C:27]1[CH:36]=[CH:35][C:34]2[C:29](=[CH:30][CH:31]=[CH:32][C:33]=2[N:37]=[CH:14][C:13]([OH:20])([C:16]([F:19])([F:18])[F:17])[CH2:12][C:11]([C:4]2[C:5]3[O:9][CH2:8][CH2:7][C:6]=3[CH:10]=[C:2]([Cl:1])[CH:3]=2)([CH3:21])[CH3:22])[N:28]=1)=[O:26]. (2) Given the reactants [Br:1][C:2]1[CH:7]=[CH:6][C:5]([CH2:8][CH2:9][C:10]([OH:12])=O)=[CH:4][CH:3]=1.[NH:13]1[CH2:17][CH2:16][CH2:15][CH2:14]1, predict the reaction product. The product is: [Br:1][C:2]1[CH:3]=[CH:4][C:5]([CH2:8][CH2:9][C:10]([N:13]2[CH2:17][CH2:16][CH2:15][CH2:14]2)=[O:12])=[CH:6][CH:7]=1. (3) The product is: [CH3:20][O:19][C:6]1[CH2:5][CH:4]([CH2:3][CH2:2][NH:1][C:28](=[O:35])[C:29]2[CH:34]=[CH:33][CH:32]=[CH:31][CH:30]=2)[C:8](=[O:9])[C:7]=1[C:10]1[C:15]([CH3:16])=[CH:14][C:13]([CH3:17])=[CH:12][C:11]=1[CH3:18]. Given the reactants [NH2:1][CH2:2][CH2:3][CH:4]1[C:8](=[O:9])[C:7]([C:10]2[C:15]([CH3:16])=[CH:14][C:13]([CH3:17])=[CH:12][C:11]=2[CH3:18])=[C:6]([O:19][CH3:20])[CH2:5]1.CCN(CC)CC.[C:28](Cl)(=[O:35])[C:29]1[CH:34]=[CH:33][CH:32]=[CH:31][CH:30]=1, predict the reaction product. (4) Given the reactants [CH2:1]([N:5]1[C:13]2[N:12]=[C:11]([Cl:14])[NH:10][C:9]=2[C:8](=[O:15])[N:7]([CH2:16][C:17]([O:19]CC)=O)[C:6]1=[O:22])[CH2:2][CH2:3][CH3:4].O[NH:24]/[C:25](=[N:35]\[H])/[CH2:26][CH2:27][CH2:28][C:29]1[CH:34]=[CH:33][CH:32]=[CH:31][CH:30]=1.[O-]CC.[Na+], predict the reaction product. The product is: [CH2:1]([N:5]1[C:13]2[N:12]=[C:11]([Cl:14])[NH:10][C:9]=2[C:8](=[O:15])[N:7]([CH2:16][C:17]2[O:19][N:35]=[C:25]([CH2:26][CH2:27][CH2:28][C:29]3[CH:34]=[CH:33][CH:32]=[CH:31][CH:30]=3)[N:24]=2)[C:6]1=[O:22])[CH2:2][CH2:3][CH3:4]. (5) Given the reactants C([Li])(C)(C)C.Br[C:7]1[N:12]=[C:11]([CH3:13])[C:10]([O:14][CH3:15])=[C:9]([CH3:16])[CH:8]=1.[Br:17][C:18]1[CH:19]=[C:20](/[C:24](/[C:32]2[CH:37]=[CH:36][CH:35]=[C:34]([F:38])[C:33]=2[C:39]#[N:40])=[N:25]\S(C(C)(C)C)=O)[CH:21]=[CH:22][CH:23]=1.Cl.CO, predict the reaction product. The product is: [Br:17][C:18]1[CH:19]=[C:20]([C:24]2([C:7]3[CH:8]=[C:9]([CH3:16])[C:10]([O:14][CH3:15])=[C:11]([CH3:13])[N:12]=3)[C:32]3[C:33](=[C:34]([F:38])[CH:35]=[CH:36][CH:37]=3)[C:39]([NH2:40])=[N:25]2)[CH:21]=[CH:22][CH:23]=1. (6) Given the reactants C(O[C:9]1[CH:14]=[CH:13][C:12]([CH:15](C2(O)CCCCC2)C(O)=O)=[CH:11][C:10]=1[O:26][CH3:27])C1C=CC=CC=1.C(OC1C=CC(CC(O)=O)=CC=1OC)C1C=CC=CC=1.C1(=O)CCCCC1.[Cl:55][C:56]1[CH:57]=[C:58]([CH2:63][C:64]([OH:66])=[O:65])[CH:59]=[CH:60][C:61]=1[OH:62].COC1C=C(C=CC=1)CCl, predict the reaction product. The product is: [Cl:55][C:56]1[CH:57]=[C:58]([CH2:63][C:64]([OH:66])=[O:65])[CH:59]=[CH:60][C:61]=1[O:62][CH2:15][C:12]1[CH:13]=[CH:14][CH:9]=[C:10]([O:26][CH3:27])[CH:11]=1.